This data is from Full USPTO retrosynthesis dataset with 1.9M reactions from patents (1976-2016). The task is: Predict the reactants needed to synthesize the given product. (1) Given the product [Cl:1][C:2]1[C:3]([O:12][C:13]2[CH:18]=[C:17]([O:19][CH2:20][CH2:21][O:22][CH3:23])[CH:16]=[CH:15][C:14]=2/[CH:24]=[C:25](\[CH3:29])/[C:26]([NH:48][S:45]([CH2:44][C:43]([F:50])([F:49])[F:42])(=[O:47])=[O:46])=[O:28])=[N:4][CH:5]=[C:6]([C:8]([F:9])([F:10])[F:11])[CH:7]=1, predict the reactants needed to synthesize it. The reactants are: [Cl:1][C:2]1[C:3]([O:12][C:13]2[CH:18]=[C:17]([O:19][CH2:20][CH2:21][O:22][CH3:23])[CH:16]=[CH:15][C:14]=2/[CH:24]=[C:25](\[CH3:29])/[C:26]([OH:28])=O)=[N:4][CH:5]=[C:6]([C:8]([F:11])([F:10])[F:9])[CH:7]=1.Cl.C(N=C=NCCCN(C)C)C.[F:42][C:43]([F:50])([F:49])[CH2:44][S:45]([NH2:48])(=[O:47])=[O:46].Cl. (2) Given the product [CH2:7]([O:9][C:10](=[O:25])[CH2:11][C:12]1[CH:17]=[C:16]([N:1]2[CH2:6][CH2:5][CH2:4][CH2:3][CH2:2]2)[C:15]([NH2:19])=[CH:14][C:13]=1[NH2:22])[CH3:8], predict the reactants needed to synthesize it. The reactants are: [NH:1]1[CH2:6][CH2:5][CH2:4][CH2:3][CH2:2]1.[CH2:7]([O:9][C:10](=[O:25])[CH2:11][C:12]1[CH:17]=[C:16](Cl)[C:15]([N+:19]([O-])=O)=[CH:14][C:13]=1[N+:22]([O-])=O)[CH3:8].C(O)(=O)C. (3) Given the product [N:8]1[CH:13]=[CH:12][CH:11]=[CH:10][C:9]=1[N:14]1[CH2:30][CH2:29][C:17]2([CH2:21][NH:20][CH2:19][CH2:18]2)[CH2:16][CH2:15]1, predict the reactants needed to synthesize it. The reactants are: C(O)(C(F)(F)F)=O.[N:8]1[CH:13]=[CH:12][CH:11]=[CH:10][C:9]=1[N:14]1[CH2:30][CH2:29][C:17]2([CH2:21][N:20](C(OC(C)(C)C)=O)[CH2:19][CH2:18]2)[CH2:16][CH2:15]1.